The task is: Predict the reaction yield, written as a fraction of the theoretical maximum amount of product (1.0 means a 100% yield; for example, 0.34 means a 34% yield).. This data is from Reaction yield outcomes from USPTO patents with 853,638 reactions. (1) The reactants are [Cl:1][C:2]1[CH:7]=[CH:6][C:5]([OH:8])=[CH:4][CH:3]=1.Br[CH2:10][CH2:11][OH:12].[OH-].[Na+]. The catalyst is O. The product is [Cl:1][C:2]1[CH:7]=[CH:6][C:5]([O:8][CH2:10][CH2:11][OH:12])=[CH:4][CH:3]=1. The yield is 0.750. (2) The catalyst is C(Cl)Cl.C(O)(C(F)(F)F)=O. The yield is 1.00. The product is [CH:21]1([C:10]2[C:11]3[C:12](=[N:13][CH:14]=[C:15]([C:17]([O:19][CH3:20])=[O:18])[CH:16]=3)[N:8]([CH2:7][C:6]([OH:33])=[O:5])[C:9]=2[C:27]2[CH:32]=[CH:31][CH:30]=[CH:29][CH:28]=2)[CH2:22][CH2:23][CH2:24][CH2:25][CH2:26]1. The reactants are C([O:5][C:6](=[O:33])[CH2:7][N:8]1[C:12]2=[N:13][CH:14]=[C:15]([C:17]([O:19][CH3:20])=[O:18])[CH:16]=[C:11]2[C:10]([CH:21]2[CH2:26][CH2:25][CH2:24][CH2:23][CH2:22]2)=[C:9]1[C:27]1[CH:32]=[CH:31][CH:30]=[CH:29][CH:28]=1)(C)(C)C.